Dataset: Full USPTO retrosynthesis dataset with 1.9M reactions from patents (1976-2016). Task: Predict the reactants needed to synthesize the given product. (1) Given the product [CH3:24][CH:23]([CH3:25])[C@H:18]([N:12]1[CH2:11][C:10]2[C:14](=[CH:15][CH:16]=[C:8]([C:5]3[CH:6]=[CH:7][C:2]([NH:1][C:32](=[O:33])[C:31]4[CH:35]=[CH:36][C:28]([C:27]([F:26])([F:37])[F:38])=[CH:29][CH:30]=4)=[CH:3][CH:4]=3)[CH:9]=2)[C:13]1=[O:17])[C:19]([O:21][CH3:22])=[O:20], predict the reactants needed to synthesize it. The reactants are: [NH2:1][C:2]1[CH:7]=[CH:6][C:5]([C:8]2[CH:9]=[C:10]3[C:14](=[CH:15][CH:16]=2)[C:13](=[O:17])[N:12]([C@@H:18]([CH:23]([CH3:25])[CH3:24])[C:19]([O:21][CH3:22])=[O:20])[CH2:11]3)=[CH:4][CH:3]=1.[F:26][C:27]([F:38])([F:37])[C:28]1[CH:36]=[CH:35][C:31]([C:32](Br)=[O:33])=[CH:30][CH:29]=1. (2) Given the product [Cl:1][C:2]1[CH:3]=[CH:4][C:5]([CH:8]([C:13]2[C:21]3[C:16](=[C:17]([CH2:23][S:24]([CH3:25])=[O:34])[CH:18]=[C:19]([F:22])[CH:20]=3)[NH:15][CH:14]=2)[CH2:9][CH2:10][C:11]#[N:12])=[CH:6][CH:7]=1, predict the reactants needed to synthesize it. The reactants are: [Cl:1][C:2]1[CH:7]=[CH:6][C:5]([CH:8]([C:13]2[C:21]3[C:16](=[C:17]([CH2:23][S:24][CH3:25])[CH:18]=[C:19]([F:22])[CH:20]=3)[NH:15][CH:14]=2)[CH2:9][CH2:10][C:11]#[N:12])=[CH:4][CH:3]=1.ClC1C=CC=C(C(OO)=[O:34])C=1. (3) Given the product [CH2:1]([C@@H:5]([CH2:11][C:12]([O:14][C:16]([CH3:18])([CH3:17])[CH3:15])=[O:13])[CH2:6][C:7]([O:9][CH3:10])=[O:8])[CH:2]([CH3:4])[CH3:3], predict the reactants needed to synthesize it. The reactants are: [CH2:1]([C@@H:5]([CH2:11][C:12]([O-:14])=[O:13])[CH2:6][C:7]([O:9][CH3:10])=[O:8])[CH:2]([CH3:4])[CH3:3].[CH2:15](C(CC([O-])=O)CC(OC)=O)[CH:16]([CH3:18])[CH3:17].C(O)(C)(C)C.CN(C1C=CC=CN=1)C.C1(N=C=NC2CCCCC2)CCCCC1.